Dataset: Reaction yield outcomes from USPTO patents with 853,638 reactions. Task: Predict the reaction yield, written as a fraction of the theoretical maximum amount of product (1.0 means a 100% yield; for example, 0.34 means a 34% yield). (1) The reactants are [CH3:1][O:2][C:3]1[C:4]([CH:9]=O)=[N:5][CH:6]=[CH:7][N:8]=1.Cl.[O:12]1[C:16]2[C:17]([CH2:21][CH2:22][CH:23]3[CH2:28][CH2:27][NH:26][CH2:25][CH2:24]3)=[CH:18][CH:19]=[CH:20][C:15]=2[CH:14]=[CH:13]1.C(O[BH-](OC(=O)C)OC(=O)C)(=O)C.[Na+].C(=O)([O-])[O-].[Na+].[Na+]. The catalyst is C(OCC)(=O)C.O1CCCC1. The product is [O:12]1[C:16]2[C:17]([CH2:21][CH2:22][CH:23]3[CH2:28][CH2:27][N:26]([CH2:9][C:4]4[C:3]([O:2][CH3:1])=[N:8][CH:7]=[CH:6][N:5]=4)[CH2:25][CH2:24]3)=[CH:18][CH:19]=[CH:20][C:15]=2[CH:14]=[CH:13]1. The yield is 0.820. (2) The reactants are C[O:2][C:3]1[CH:4]=[C:5]([S:9]([C:12]2[CH:13]=[CH:14][C:15]([C:28]([F:31])([F:30])[F:29])=[C:16]([S:18]([NH:21][CH:22]3[CH2:27][CH2:26][O:25][CH2:24][CH2:23]3)(=[O:20])=[O:19])[CH:17]=2)(=[O:11])=[O:10])[CH:6]=[CH:7][CH:8]=1.B(Br)(Br)Br. The catalyst is C(Cl)Cl.C1CCCCC=1. The product is [OH:2][C:3]1[CH:4]=[C:5]([S:9]([C:12]2[CH:13]=[CH:14][C:15]([C:28]([F:30])([F:31])[F:29])=[C:16]([S:18]([NH:21][CH:22]3[CH2:27][CH2:26][O:25][CH2:24][CH2:23]3)(=[O:19])=[O:20])[CH:17]=2)(=[O:11])=[O:10])[CH:6]=[CH:7][CH:8]=1. The yield is 0.510. (3) The reactants are I[C:2]1[C:10]2[C:5](=[N:6][CH:7]=[N:8][C:9]=2[NH2:11])[NH:4][N:3]=1.[F:12][C:13]1[CH:18]=[CH:17][C:16](B(O)O)=[C:15]([O:22][CH3:23])[CH:14]=1.C(=O)([O-])[O-].[Na+].[Na+].ClCCl. The catalyst is CN(C=O)C.C(O)C.O. The product is [F:12][C:13]1[CH:18]=[CH:17][C:16]([C:2]2[C:10]3[C:5](=[N:6][CH:7]=[N:8][C:9]=3[NH2:11])[NH:4][N:3]=2)=[C:15]([O:22][CH3:23])[CH:14]=1. The yield is 0.350.